From a dataset of Experimentally validated miRNA-target interactions with 360,000+ pairs, plus equal number of negative samples. Binary Classification. Given a miRNA mature sequence and a target amino acid sequence, predict their likelihood of interaction. (1) The miRNA is mmu-miR-5135 with sequence AGGUCUAGGUGGCAAGGGCGUCCU. The protein sequence of the target gene is MVSLQVSPLSQTLILAFLLPQALPAGVFELQIHSFGPGPGLGTPRSPCNARGPCRLFFRVCLKPGVSQEATESLCALGAALSTSVPVYTEHPGESAAALPLPDGLVRVPFRDAWPGTFSLVIETWREQLGEHAGGPAWNLLARVVGRRRLAAGGPWARDVQRTGTWELHFSYRARCEPPAVGAACARLCRSRSAPSRCGPGLRPCTPFPDECEAPSVCRPGCSPEHGYCEEPDECRCLEGWTGPLCTVPVSTSSCLNSRVPGPASTGCLLPGPGPCDGNPCANGGSCSETSGSFECACPR.... Result: 1 (interaction). (2) The miRNA is hsa-miR-5010-5p with sequence AGGGGGAUGGCAGAGCAAAAUU. The protein sequence of the target gene is MTWRAAASTCAALLILLWALTTEGDLKVEMMAGGTQITPLNDNVTIFCNIFYSQPLNITSMGITWFWKSLTFDKEVKVFEFFGDHQEAFRPGAIVSPWRLKSGDASLRLPGIQLEEAGEYRCEVVVTPLKAQGTVQLEVVASPASRLLLDQVGMKENEDKYMCESSGFYPEAINITWEKQTQKFPHPIEISEDVITGPTIKNMDGTFNVTSCLKLNSSQEDPGTVYQCVVRHASLHTPLRSNFTLTAARHSLSETEKTDNFSIHWWPISFIGVGLVLLIVLIPWKKICNKSSSAYTPLKC.... Result: 1 (interaction). (3) The miRNA is mmu-miR-29b-3p with sequence UAGCACCAUUUGAAAUCAGUGUU. The protein sequence of the target gene is MEPPQCVEELEDDVFQSEDGEPGTQPGGLLSADLFAQSQLDCPLSRLQLFPLTHCCGPGLRPISQEDKATQTLSPASPSQGVMLPCGVTEEPQRLFYGNAGYRLPLPASFPAGSPLGEQPPEGQFLQHRAEVQIARKLQCIADQFHRLHTQQHQQNRDRAWWQVFLFLQNLALNRQENREGVGPW. Result: 1 (interaction). (4) The miRNA is mmu-miR-15a-5p with sequence UAGCAGCACAUAAUGGUUUGUG. The protein sequence of the target gene is MVSWMICRLVVLIFGMLYPAYASYKAVKSKNIREYVRWMMYWIVFAIFMAAETFTDIFISWFPFYYEFKMAFVLWLLSPYTKGASLLYRKFVHPSLSRHEKEIDACIVQAKERSYETMLSFGKRSLNIAASAAVQAATKSQGALAGRLRSFSMQDLRSIPDTPVPTYQDPLYLEDQVPRRRPPIGYRPGGLQGSDTEDECWSDNEIVPQPPVRPREKPLGRSQSLRVVKRKPLTREGTSRSLKVRTRKKAMPSDMDS. Result: 1 (interaction).